Dataset: Full USPTO retrosynthesis dataset with 1.9M reactions from patents (1976-2016). Task: Predict the reactants needed to synthesize the given product. Given the product [C:13]1([C:2]2[O:3][CH:4]=[CH:5][CH:6]=2)[CH:18]=[CH:17][CH:16]=[CH:15][CH:14]=1, predict the reactants needed to synthesize it. The reactants are: Br[C:2]1[O:3][CH:4]=[CH:5][CH:6]=1.C(=O)([O-])[O-].[Na+].[Na+].[C:13]1(OB(O)O)[CH:18]=[CH:17][CH:16]=[CH:15][CH:14]=1.